This data is from Forward reaction prediction with 1.9M reactions from USPTO patents (1976-2016). The task is: Predict the product of the given reaction. (1) Given the reactants [F:1][C:2]([F:15])([F:14])[S:3](O[S:3]([C:2]([F:15])([F:14])[F:1])(=[O:5])=[O:4])(=[O:5])=[O:4].[NH2:16][C:17]1[CH:25]=[C:24]2[CH:20]([C:21]([CH3:29])([CH3:28])[CH:22]([CH3:27])[N:23]2[CH3:26])[CH2:19][CH:18]=1.C(N(C(C)C)CC)(C)C.O, predict the reaction product. The product is: [NH2:16][C:17]1[CH:25]=[C:24]2[CH:20]([C:21]([CH3:28])([CH3:29])[CH:22]([CH3:27])[N:23]2[CH3:26])[CH2:19][CH:18]=1.[F:1][C:2]([F:15])([F:14])[S:3]([NH:16][C:17]1[CH:25]=[C:24]2[CH:20]([C:21]([CH3:28])([CH3:29])[CH:22]([CH3:27])[N:23]2[CH3:26])[CH2:19][CH:18]=1)(=[O:5])=[O:4]. (2) Given the reactants [CH3:1][O:2][C:3]1[CH:4]=[C:5]([CH:9]=[C:10]([N+:12]([O-:14])=[O:13])[CH:11]=1)[C:6](O)=[O:7].[CH3:15][NH:16][CH3:17], predict the reaction product. The product is: [CH3:1][O:2][C:3]1[CH:4]=[C:5]([CH:9]=[C:10]([N+:12]([O-:14])=[O:13])[CH:11]=1)[C:6]([N:16]([CH3:17])[CH3:15])=[O:7]. (3) Given the reactants [C:1]([NH:5][C:6]1[CH:11]=[CH:10][C:9]([NH:12][C:13](=[O:20])OCC(Cl)(Cl)Cl)=[CH:8][CH:7]=1)(=[O:4])[CH2:2][CH3:3].[F:21][C:22]1[CH:27]=[CH:26][CH:25]=[CH:24][C:23]=1[C:28]1[N:32]=[C:31]([N:33]2[CH2:38][CH2:37][NH:36][CH2:35][CH2:34]2)[S:30][N:29]=1.C(N(C(C)C)CC)(C)C.CS(C)=O, predict the reaction product. The product is: [F:21][C:22]1[CH:27]=[CH:26][CH:25]=[CH:24][C:23]=1[C:28]1[N:32]=[C:31]([N:33]2[CH2:34][CH2:35][N:36]([C:13]([NH:12][C:9]3[CH:8]=[CH:7][C:6]([NH:5][C:1](=[O:4])[CH2:2][CH3:3])=[CH:11][CH:10]=3)=[O:20])[CH2:37][CH2:38]2)[S:30][N:29]=1. (4) Given the reactants [OH:1][C:2]1[CH:7]=[CH:6][C:5]([C:8]2[S:12][C:11]([C@@:13]3([CH3:27])[CH2:17][O:16]C(C)(C)[N:14]3C(OC(C)(C)C)=O)=[N:10][N:9]=2)=[CH:4][C:3]=1[C:28]([F:31])([F:30])[F:29].[C:32](#N)[CH3:33].O, predict the reaction product. The product is: [NH2:14][C@@:13]([C:11]1[S:12][C:8]([C:5]2[CH:6]=[CH:7][C:2]([O:1][CH2:6][CH2:7][CH2:2][CH2:3][CH2:4][CH2:5][CH2:8][CH2:32][CH3:33])=[C:3]([C:28]([F:31])([F:30])[F:29])[CH:4]=2)=[N:9][N:10]=1)([CH3:27])[CH2:17][OH:16]. (5) Given the reactants [Cl:1][C:2]1[CH:7]=[CH:6][C:5]([CH2:8][C:9]([NH:11][CH2:12][CH2:13][CH2:14][CH2:15][CH2:16][CH2:17][CH3:18])=O)=[CH:4][CH:3]=1.B.CSC.Cl, predict the reaction product. The product is: [Cl:1][C:2]1[CH:3]=[CH:4][C:5]([CH2:8][CH2:9][NH:11][CH2:12][CH2:13][CH2:14][CH2:15][CH2:16][CH2:17][CH3:18])=[CH:6][CH:7]=1. (6) The product is: [CH2:3]([O:5][C:6]([C:7]1([C:8]2[CH:13]=[CH:12][CH:11]=[C:10]([Br:14])[CH:9]=2)[CH2:38][CH2:37][CH2:36][CH2:35]1)=[O:15])[CH3:4]. Given the reactants [H-].[Na+].[CH2:3]([O:5][C:6](=[O:15])[CH2:7][C:8]1[CH:13]=[CH:12][CH:11]=[C:10]([Br:14])[CH:9]=1)[CH3:4].C1OCCOCCOCCOCCOCCOC1.Br[CH2:35][CH2:36][CH2:37][CH2:38]Br, predict the reaction product. (7) Given the reactants [CH3:1][N:2]1[C@@H:19]2[CH2:20][C:7]3[CH:8]=[CH:9][C:10]([O:22][CH3:23])=[C:11]4[O:12][C@H:13]5[C:14]([CH2:16][CH2:17][C@:18]2([OH:21])[C@:5]5([C:6]=34)[CH2:4][CH2:3]1)=[O:15], predict the reaction product. The product is: [CH3:1][N:2]1[C@@H:19]2[CH2:20][C:7]3[CH:8]=[CH:9][C:10]([O:22][CH3:23])=[C:11]4[O:12][C@H:13]5[C:14]([CH2:16][CH2:17][C@:18]2([OH:21])[C@:5]5([C:6]=34)[CH2:4][CH2:3]1)=[O:15].[CH3:1][N:2]1[C@@H:19]2[CH2:20][C:7]3[CH:8]=[CH:9][C:10]([O:22][CH3:23])=[C:11]4[O:12][CH:13]5[C:14]([CH:16]=[CH:17][C@:18]2([OH:21])[C@:5]5([C:6]=34)[CH2:4][CH2:3]1)=[O:15]. (8) Given the reactants Br[C:2]1[CH:12]=[CH:11][C:5]2[CH:6]=[C:7]([CH:9]=[O:10])[S:8][C:4]=2[CH:3]=1.[F:13][C:14]([F:22])([F:21])[CH2:15][CH2:16][B-](F)(F)F.[K+], predict the reaction product. The product is: [F:13][C:14]([F:22])([F:21])[CH2:15][CH2:16][C:2]1[CH:12]=[CH:11][C:5]2[CH:6]=[C:7]([CH:9]=[O:10])[S:8][C:4]=2[CH:3]=1.